The task is: Regression. Given two drug SMILES strings and cell line genomic features, predict the synergy score measuring deviation from expected non-interaction effect.. This data is from Merck oncology drug combination screen with 23,052 pairs across 39 cell lines. Drug 1: C=CCn1c(=O)c2cnc(Nc3ccc(N4CCN(C)CC4)cc3)nc2n1-c1cccc(C(C)(C)O)n1. Drug 2: CCC1(O)C(=O)OCc2c1cc1n(c2=O)Cc2cc3c(CN(C)C)c(O)ccc3nc2-1. Cell line: RPMI7951. Synergy scores: synergy=-6.69.